Regression. Given a peptide amino acid sequence and an MHC pseudo amino acid sequence, predict their binding affinity value. This is MHC class I binding data. From a dataset of Peptide-MHC class I binding affinity with 185,985 pairs from IEDB/IMGT. (1) The peptide sequence is LTAMGMSLNL. The MHC is Mamu-A02 with pseudo-sequence Mamu-A02. The binding affinity (normalized) is 0.532. (2) The peptide sequence is VPAWLPLGI. The MHC is HLA-A30:01 with pseudo-sequence HLA-A30:01. The binding affinity (normalized) is 0.0847. (3) The peptide sequence is AVYSICKFY. The MHC is HLA-A11:01 with pseudo-sequence HLA-A11:01. The binding affinity (normalized) is 0.393. (4) The peptide sequence is LLVDLLWLL. The MHC is HLA-B40:02 with pseudo-sequence HLA-B40:02. The binding affinity (normalized) is 0.0396. (5) The peptide sequence is EIFIRYGDA. The MHC is HLA-A02:01 with pseudo-sequence HLA-A02:01. The binding affinity (normalized) is 0.0458. (6) The peptide sequence is TIDNPTKYIR. The MHC is HLA-A31:01 with pseudo-sequence HLA-A31:01. The binding affinity (normalized) is 0.561. (7) The peptide sequence is TEYIMKGVYI. The MHC is Mamu-A11 with pseudo-sequence Mamu-A11. The binding affinity (normalized) is 0.849.